From a dataset of Reaction yield outcomes from USPTO patents with 853,638 reactions. Predict the reaction yield, written as a fraction of the theoretical maximum amount of product (1.0 means a 100% yield; for example, 0.34 means a 34% yield). (1) The reactants are [CH3:1][N:2]1[C:7]2=[N:8][C:9](S(C)(=O)=O)=[N:10][CH:11]=[C:6]2[CH2:5][N:4]([C:16]2[CH:21]=[CH:20][CH:19]=[CH:18][CH:17]=2)[C:3]1=[O:22].[CH3:23][O:24][C:25]1[CH:31]=[CH:30][C:29]([N+:32]([O-:34])=[O:33])=[CH:28][C:26]=1[NH2:27].C(O)(C(F)(F)F)=O. No catalyst specified. The product is [CH3:23][O:24][C:25]1[CH:31]=[CH:30][C:29]([N+:32]([O-:34])=[O:33])=[CH:28][C:26]=1[NH:27][C:9]1[N:8]=[C:7]2[N:2]([CH3:1])[C:3](=[O:22])[N:4]([C:16]3[CH:21]=[CH:20][CH:19]=[CH:18][CH:17]=3)[CH2:5][C:6]2=[CH:11][N:10]=1. The yield is 0.720. (2) The reactants are [CH:1]1([CH2:6][CH:7]([N:11]2[C:16](=[O:17])[CH:15]=[C:14]([O:18][C:19]3[CH:24]=[CH:23][CH:22]=[CH:21][C:20]=3[CH3:25])[CH:13]=[N:12]2)[C:8]([OH:10])=O)[CH2:5][CH2:4][CH2:3][CH2:2]1.[NH2:26][C:27]1[CH:31]=[CH:30][N:29]([CH2:32][C:33]([CH3:36])([OH:35])[CH3:34])[N:28]=1. No catalyst specified. The product is [CH:1]1([CH2:6][CH:7]([N:11]2[C:16](=[O:17])[CH:15]=[C:14]([O:18][C:19]3[CH:24]=[CH:23][CH:22]=[CH:21][C:20]=3[CH3:25])[CH:13]=[N:12]2)[C:8]([NH:26][C:27]2[CH:31]=[CH:30][N:29]([CH2:32][C:33]([OH:35])([CH3:34])[CH3:36])[N:28]=2)=[O:10])[CH2:5][CH2:4][CH2:3][CH2:2]1. The yield is 0.580. (3) The reactants are [CH:1]1[NH:5][C:4]([C:6]2[NH:10][CH:9]=[CH:8][N:7]=2)=[N:3]C=1.[H-].[Na+].[C:13]1([CH3:24])C(S(OC)(=O)=O)=CC=CC=1.[CH3:25]N(C=O)C. No catalyst specified. The product is [CH3:25][N:7]1[CH:8]=[CH:9][N:10]=[C:6]1[C:4]1[N:5]([CH3:1])[CH:13]=[CH:24][N:3]=1. The yield is 0.800. (4) The reactants are C(OC([N:8]1[CH2:12][CH2:11][CH2:10][C@H:9]1[CH2:13][O:14][C:15]1[CH:20]=[CH:19][C:18]([O:21][C:22]2[CH:27]=[CH:26][C:25]([Cl:28])=[CH:24][CH:23]=2)=[CH:17][CH:16]=1)=O)(C)(C)C.Cl. The catalyst is O1CCOCC1. The product is [ClH:28].[Cl:28][C:25]1[CH:26]=[CH:27][C:22]([O:21][C:18]2[CH:19]=[CH:20][C:15]([O:14][CH2:13][C@@H:9]3[CH2:10][CH2:11][CH2:12][NH:8]3)=[CH:16][CH:17]=2)=[CH:23][CH:24]=1. The yield is 0.650. (5) The reactants are I.[NH2:2][NH:3][C:4]([NH:7][CH3:8])=[N:5][CH3:6].Cl.[C:10](Cl)(=O)[C:11]1[CH:16]=[CH:15][N:14]=[CH:13][CH:12]=1.C([O-])([O-])=O.[K+].[K+]. The catalyst is N1C=CC=CC=1. The product is [CH3:8][NH:7][C:4]1[N:5]([CH3:6])[C:10]([C:11]2[CH:16]=[CH:15][N:14]=[CH:13][CH:12]=2)=[N:2][N:3]=1. The yield is 0.260. (6) The reactants are [CH3:1][O:2][C:3]1[CH:4]=[C:5]([C:11]2[N:12]=[C:13]([NH:23][CH:24]3[CH2:26][CH2:25]3)[S:14][C:15]=2[C:16]2[CH:21]=[CH:20][N:19]=[C:18](Cl)[N:17]=2)[CH:6]=[C:7]([O:9][CH3:10])[CH:8]=1.[NH2:27][C:28]1[CH:33]=[CH:32][C:31]([O:34][CH2:35][CH2:36][N:37]2[CH2:41][CH2:40][CH2:39][C:38]2=[O:42])=[C:30]([F:43])[CH:29]=1.[CH2:44]([OH:49])[C:45]([F:48])([F:47])[F:46]. No catalyst specified. The product is [F:46][C:45]([F:48])([F:47])[C:44]([OH:2])=[O:49].[CH3:1][O:2][C:3]1[CH:4]=[C:5]([C:11]2[N:12]=[C:13]([NH:23][CH:24]3[CH2:26][CH2:25]3)[S:14][C:15]=2[C:16]2[CH:21]=[CH:20][N:19]=[C:18]([NH:27][C:28]3[CH:33]=[CH:32][C:31]([O:34][CH2:35][CH2:36][N:37]4[CH2:41][CH2:40][CH2:39][C:38]4=[O:42])=[C:30]([F:43])[CH:29]=3)[N:17]=2)[CH:6]=[C:7]([O:9][CH3:10])[CH:8]=1. The yield is 0.380. (7) The reactants are C1(C(=[N:14][C:15]2[CH:20]=[CH:19][C:18]3[C:21]4([CH2:36][O:37][C:17]=3[CH:16]=2)[C:29]2[C:24](=[CH:25][CH:26]=[CH:27][CH:28]=2)[N:23]([CH2:30][CH2:31][CH2:32][CH2:33][CH3:34])[C:22]4=[O:35])C2C=CC=CC=2)C=CC=CC=1.Cl. The catalyst is O1CCCC1.C(=O)(O)[O-].[Na+]. The product is [NH2:14][C:15]1[CH:20]=[CH:19][C:18]2[C:21]3([CH2:36][O:37][C:17]=2[CH:16]=1)[C:29]1[C:24](=[CH:25][CH:26]=[CH:27][CH:28]=1)[N:23]([CH2:30][CH2:31][CH2:32][CH2:33][CH3:34])[C:22]3=[O:35]. The yield is 0.240.